From a dataset of Forward reaction prediction with 1.9M reactions from USPTO patents (1976-2016). Predict the product of the given reaction. Given the reactants P(Cl)(Cl)([Cl:3])=O.[F:6][C:7]1[C:38]([F:39])=[CH:37][CH:36]=[CH:35][C:8]=1[CH2:9][N:10]1[C:14]2=[N:15][C:16]([CH3:20])=[C:17]([F:19])[CH:18]=[C:13]2[C:12]([C:21]2[N:22]=[N:23][C:24]([C:28]([CH3:34])([CH3:33])[C:29]([O:31][CH3:32])=[O:30])=[C:25](O)[N:26]=2)=[N:11]1, predict the reaction product. The product is: [Cl:3][C:25]1[N:26]=[C:21]([C:12]2[C:13]3[C:14](=[N:15][C:16]([CH3:20])=[C:17]([F:19])[CH:18]=3)[N:10]([CH2:9][C:8]3[CH:35]=[CH:36][CH:37]=[C:38]([F:39])[C:7]=3[F:6])[N:11]=2)[N:22]=[N:23][C:24]=1[C:28]([CH3:34])([CH3:33])[C:29]([O:31][CH3:32])=[O:30].